Dataset: Catalyst prediction with 721,799 reactions and 888 catalyst types from USPTO. Task: Predict which catalyst facilitates the given reaction. (1) Reactant: [NH2:1][C:2]1[N:7]=[C:6]([NH:8][C:9]2[CH:10]=[C:11]([NH:15][C:16](=[O:26])[C:17]3[CH:22]=[CH:21][C:20]([N+:23]([O-])=O)=[CH:19][CH:18]=3)[CH:12]=[CH:13][CH:14]=2)[CH:5]=[C:4]([CH3:27])[N:3]=1.CCO.Cl. Product: [NH2:23][C:20]1[CH:21]=[CH:22][C:17]([C:16]([NH:15][C:11]2[CH:12]=[CH:13][CH:14]=[C:9]([NH:8][C:6]3[CH:5]=[C:4]([CH3:27])[N:3]=[C:2]([NH2:1])[N:7]=3)[CH:10]=2)=[O:26])=[CH:18][CH:19]=1. The catalyst class is: 150. (2) Product: [CH3:1][O:2][CH2:3][CH2:4][N:5]([CH2:37][C:34]1[CH:33]=[N:32][C:31]([O:30][CH3:29])=[N:36][CH:35]=1)[CH2:6][CH2:7][O:8][C:9]1[CH:10]=[C:11]2[C:15](=[CH:16][CH:17]=1)[NH:14][C:13]([C:18]1[C:19](=[O:28])[NH:20][C:21]3[C:26]([CH:27]=1)=[CH:25][CH:24]=[CH:23][CH:22]=3)=[CH:12]2. The catalyst class is: 26. Reactant: [CH3:1][O:2][CH2:3][CH2:4][NH:5][CH2:6][CH2:7][O:8][C:9]1[CH:10]=[C:11]2[C:15](=[CH:16][CH:17]=1)[NH:14][C:13]([C:18]1[C:19](=[O:28])[NH:20][C:21]3[C:26]([CH:27]=1)=[CH:25][CH:24]=[CH:23][CH:22]=3)=[CH:12]2.[CH3:29][O:30][C:31]1[N:36]=[CH:35][C:34]([CH:37]=O)=[CH:33][N:32]=1.C(O[BH-](OC(=O)C)OC(=O)C)(=O)C.[Na+].